This data is from Full USPTO retrosynthesis dataset with 1.9M reactions from patents (1976-2016). The task is: Predict the reactants needed to synthesize the given product. Given the product [Cl:1][C:2]1[CH:3]=[C:4]([C:9]2([CH:22]([C:23]3[CH:28]=[CH:27][CH:26]=[CH:25][N:24]=3)[OH:29])[CH2:14][CH2:13][NH:12][CH2:11][CH2:10]2)[CH:5]=[CH:6][C:7]=1[Cl:8], predict the reactants needed to synthesize it. The reactants are: [Cl:1][C:2]1[CH:3]=[C:4]([C:9]2([CH:22]([OH:29])[C:23]3[CH:28]=[CH:27][CH:26]=[CH:25][N:24]=3)[CH2:14][CH2:13][N:12](C(OC(C)(C)C)=O)[CH2:11][CH2:10]2)[CH:5]=[CH:6][C:7]=1[Cl:8].Cl.CO.